Dataset: Reaction yield outcomes from USPTO patents with 853,638 reactions. Task: Predict the reaction yield, written as a fraction of the theoretical maximum amount of product (1.0 means a 100% yield; for example, 0.34 means a 34% yield). (1) The reactants are [O:1]=[C:2]1[CH:10](C(OCC)=O)[CH:9]2[N:5]([CH2:6][CH2:7][CH2:8]2)[CH2:4][CH:3]1C(OCC)=O.N. The catalyst is Cl.[Zn]. The product is [CH2:8]1[CH:9]2[N:5]([CH2:4][CH2:3][C:2](=[O:1])[CH2:10]2)[CH2:6][CH2:7]1. The yield is 0.330. (2) The reactants are [Br:1][C:2]1[CH:3]=[C:4]([N+:19]([O-])=O)[C:5]([C:8]2[CH:17]=[CH:16][C:11]([C:12]([O:14][CH3:15])=[O:13])=[CH:10][C:9]=2[F:18])=[N:6][CH:7]=1.CCN(CCOC1C=CC(CC2C=CC=CC=2)=CC=1)CC.Cl. The catalyst is ClC1C=CC=CC=1Cl. The product is [Br:1][C:2]1[CH:7]=[N:6][C:5]2[C:8]3[C:9]([F:18])=[CH:10][C:11]([C:12]([O:14][CH3:15])=[O:13])=[CH:16][C:17]=3[NH:19][C:4]=2[CH:3]=1. The yield is 0.685. (3) The reactants are [Cl:1][C:2]1[C:7]([NH2:8])=[CH:6][C:5]([C:9]2[C:10]([CH3:15])=[N:11][O:12][C:13]=2[CH3:14])=[CH:4][N:3]=1.[CH3:16][O:17][C:18]([C:20]1[CH:21]=[C:22](B(O)O)[CH:23]=[CH:24][CH:25]=1)=[O:19].O=O.[OH-].[NH4+]. The catalyst is O.CC([O-])=O.CC([O-])=O.[Cu+2].N1C=CC=CC=1.C(Cl)(Cl)Cl. The product is [Cl:1][C:2]1[C:7]([NH:8][C:24]2[CH:25]=[C:20]([CH:21]=[CH:22][CH:23]=2)[C:18]([O:17][CH3:16])=[O:19])=[CH:6][C:5]([C:9]2[C:10]([CH3:15])=[N:11][O:12][C:13]=2[CH3:14])=[CH:4][N:3]=1. The yield is 0.570.